This data is from Peptide-MHC class II binding affinity with 134,281 pairs from IEDB. The task is: Regression. Given a peptide amino acid sequence and an MHC pseudo amino acid sequence, predict their binding affinity value. This is MHC class II binding data. (1) The binding affinity (normalized) is 0.511. The peptide sequence is YVGHDEFDAFVAYHI. The MHC is HLA-DQA10301-DQB10302 with pseudo-sequence HLA-DQA10301-DQB10302. (2) The peptide sequence is AQQSKLAQRRVFHGV. The binding affinity (normalized) is 0. The MHC is HLA-DQA10201-DQB10301 with pseudo-sequence HLA-DQA10201-DQB10301. (3) The peptide sequence is GATRERSLWIIFSKN. The MHC is DRB1_0901 with pseudo-sequence DRB1_0901. The binding affinity (normalized) is 0.326. (4) The peptide sequence is AFILDGDNLFPTV. The MHC is DRB1_0401 with pseudo-sequence DRB1_0401. The binding affinity (normalized) is 0.576.